From a dataset of Reaction yield outcomes from USPTO patents with 853,638 reactions. Predict the reaction yield, written as a fraction of the theoretical maximum amount of product (1.0 means a 100% yield; for example, 0.34 means a 34% yield). The reactants are [Br:1][C:2]1[CH:3]=[CH:4][C:5]([O:16][CH2:17][C:18]([F:21])([F:20])[F:19])=[C:6]([C:8]2[CH:13]=[C:12](Cl)[N:11]=[C:10]([NH2:15])[N:9]=2)[CH:7]=1.[Br:22][C:23]1[CH:28]=[CH:27][C:26]([NH2:29])=[CH:25][CH:24]=1. No catalyst specified. The product is [Br:22][C:23]1[CH:28]=[CH:27][C:26]([NH:29][C:12]2[CH:13]=[C:8]([C:6]3[CH:7]=[C:2]([Br:1])[CH:3]=[CH:4][C:5]=3[O:16][CH2:17][C:18]([F:21])([F:20])[F:19])[N:9]=[C:10]([NH2:15])[N:11]=2)=[CH:25][CH:24]=1. The yield is 0.340.